From a dataset of Peptide-MHC class I binding affinity with 185,985 pairs from IEDB/IMGT. Regression. Given a peptide amino acid sequence and an MHC pseudo amino acid sequence, predict their binding affinity value. This is MHC class I binding data. The peptide sequence is LLVLLDYQGM. The MHC is HLA-A68:02 with pseudo-sequence HLA-A68:02. The binding affinity (normalized) is 0.